This data is from Catalyst prediction with 721,799 reactions and 888 catalyst types from USPTO. The task is: Predict which catalyst facilitates the given reaction. (1) Product: [ClH:33].[OH:1][C@H:2]([C:27]1[CH:28]=[CH:29][CH:30]=[CH:31][CH:32]=1)[CH2:3][NH:4][C:5]1[CH:10]=[CH:9][C:8]([CH2:11][CH2:12][NH:13][CH2:14][C@H:15]([OH:26])[C:16]2[CH:21]=[CH:20][C:19]([OH:22])=[C:18]([NH:23][CH:24]=[O:25])[CH:17]=2)=[CH:7][CH:6]=1.[OH:1][C@H:2]([C:27]1[CH:28]=[CH:29][CH:30]=[CH:31][CH:32]=1)[CH2:3][NH:4][C:5]1[CH:10]=[CH:9][C:8]([CH2:11][CH2:12][NH:13][CH2:14][C@H:15]([OH:26])[C:16]2[CH:21]=[CH:20][C:19]([OH:22])=[C:18]([NH:23][CH:24]=[O:25])[CH:17]=2)=[CH:7][CH:6]=1. Reactant: [OH:1][C@H:2]([C:27]1[CH:32]=[CH:31][CH:30]=[CH:29][CH:28]=1)[CH2:3][NH:4][C:5]1[CH:10]=[CH:9][C:8]([CH2:11][CH2:12][NH:13][CH2:14][C@H:15]([OH:26])[C:16]2[CH:21]=[CH:20][C:19]([OH:22])=[C:18]([NH:23][CH:24]=[O:25])[CH:17]=2)=[CH:7][CH:6]=1.[ClH:33].O. The catalyst class is: 32. (2) Reactant: [CH2:1]([P:3]([CH2:6][CH2:7][C:8]#[N:9])(=[O:5])[OH:4])[CH3:2].[CH2:10](O)[CH2:11][CH2:12][CH2:13][OH:14]. Product: [CH2:1]([P:3]([CH2:6][CH2:7][C:8]#[N:9])(=[O:4])[O:5][CH2:10][CH2:11][CH2:12][CH2:13][OH:14])[CH3:2]. The catalyst class is: 11. (3) Reactant: Cl[C:2]1[N:7]=[C:6]([S:8][CH3:9])[N:5]=[C:4]([C:10]2[CH:11]=[N:12][N:13]3[CH:18]=[CH:17][CH:16]=[N:15][C:14]=23)[CH:3]=1.[F:19][C:20]1[CH:25]=[C:24]([F:26])[CH:23]=[CH:22][C:21]=1[C@@H:27]([NH2:29])[CH3:28]. Product: [F:19][C:20]1[CH:25]=[C:24]([F:26])[CH:23]=[CH:22][C:21]=1[C@@H:27]([NH:29][C:2]1[CH:3]=[C:4]([C:10]2[CH:11]=[N:12][N:13]3[CH:18]=[CH:17][CH:16]=[N:15][C:14]=23)[N:5]=[C:6]([S:8][CH3:9])[N:7]=1)[CH3:28]. The catalyst class is: 37.